Dataset: Reaction yield outcomes from USPTO patents with 853,638 reactions. Task: Predict the reaction yield, written as a fraction of the theoretical maximum amount of product (1.0 means a 100% yield; for example, 0.34 means a 34% yield). (1) The reactants are [O:1]1[CH2:6][CH2:5][N:4]([S:7]([C:10]2[CH:18]=[CH:17][C:13]([C:14]([OH:16])=[O:15])=[CH:12][CH:11]=2)(=[O:9])=[O:8])[CH2:3][CH2:2]1.S(=O)(=O)(O)O.[CH3:24]O. No catalyst specified. The product is [O:1]1[CH2:6][CH2:5][N:4]([S:7]([C:10]2[CH:11]=[CH:12][C:13]([C:14]([O:16][CH3:24])=[O:15])=[CH:17][CH:18]=2)(=[O:9])=[O:8])[CH2:3][CH2:2]1. The yield is 0.840. (2) The reactants are [F:1][C:2]1[CH:7]=[CH:6][C:5]([F:8])=[CH:4][C:3]=1[N:9]1[CH2:14][CH2:13][NH:12][CH2:11][CH2:10]1.Cl[CH2:16][C@H:17]([N:19]1[C:28](=[O:29])[CH2:27][C:22]2([CH2:26][CH2:25][CH2:24][CH2:23]2)[CH2:21][C:20]1=[O:30])[CH3:18]. No catalyst specified. The product is [F:1][C:2]1[CH:7]=[CH:6][C:5]([F:8])=[CH:4][C:3]=1[N:9]1[CH2:10][CH2:11][N:12]([CH2:18][C@H:17]([N:19]2[C:28](=[O:29])[CH2:27][C:22]3([CH2:26][CH2:25][CH2:24][CH2:23]3)[CH2:21][C:20]2=[O:30])[CH3:16])[CH2:13][CH2:14]1. The yield is 0.660. (3) The reactants are Br[C:2]1[CH:32]=[CH:31][C:5]2[NH:6][C:7]([CH2:9][CH:10]3[CH2:15][CH2:14][CH2:13][CH2:12][N:11]3[C:16]([C:18]3[N:19]=[C:20]([CH3:30])[S:21][C:22]=3[C:23]3[CH:28]=[CH:27][C:26]([F:29])=[CH:25][CH:24]=3)=[O:17])=[N:8][C:4]=2[CH:3]=1.[Cu][C:34]#[N:35]. The catalyst is CN1CCCC1=O.O.C(OCC)(=O)C. The product is [F:29][C:26]1[CH:25]=[CH:24][C:23]([C:22]2[S:21][C:20]([CH3:30])=[N:19][C:18]=2[C:16]([N:11]2[CH2:12][CH2:13][CH2:14][CH2:15][CH:10]2[CH2:9][C:7]2[NH:6][C:5]3[CH:31]=[CH:32][C:2]([C:34]#[N:35])=[CH:3][C:4]=3[N:8]=2)=[O:17])=[CH:28][CH:27]=1. The yield is 0.0100.